This data is from Forward reaction prediction with 1.9M reactions from USPTO patents (1976-2016). The task is: Predict the product of the given reaction. (1) Given the reactants FC(F)(F)C(O)=O.[CH3:8][O:9][C:10](=[O:35])[C@@H:11]([NH:14][C:15]([C:17]1[S:18][C:19]([C:23](=[O:34])[NH:24][CH2:25][C:26]2[CH:31]=[CH:30][C:29]([F:32])=[C:28]([OH:33])[CH:27]=2)=[CH:20][C:21]=1[CH3:22])=[O:16])[CH2:12][NH2:13].C(N(CC)CC)C.CN(C(ON1N=NC2C=CC=CC1=2)=[N+](C)C)C.F[P-](F)(F)(F)(F)F.C1C=CC2N(O)N=NC=2C=1.[S:77]1[CH:81]=[CH:80][CH:79]=[C:78]1[C:82](O)=[O:83], predict the reaction product. The product is: [CH3:8][O:9][C:10](=[O:35])[C@@H:11]([NH:14][C:15]([C:17]1[S:18][C:19]([C:23](=[O:34])[NH:24][CH2:25][C:26]2[CH:31]=[CH:30][C:29]([F:32])=[C:28]([OH:33])[CH:27]=2)=[CH:20][C:21]=1[CH3:22])=[O:16])[CH2:12][NH:13][C:82]([C:78]1[S:77][CH:81]=[CH:80][CH:79]=1)=[O:83]. (2) Given the reactants [Li]CCCC.[O:6]1[C:10]2[CH:11]=[CH:12][CH:13]=[CH:14][C:9]=2[CH:8]=[CH:7]1.[Cl:15][CH2:16][CH2:17][CH2:18]I.[NH4+].[Cl-], predict the reaction product. The product is: [Cl:15][CH2:16][CH2:17][CH2:18][C:7]1[O:6][C:10]2[CH:11]=[CH:12][CH:13]=[CH:14][C:9]=2[CH:8]=1. (3) Given the reactants [CH2:1]([OH:8])[C:2]1[CH:7]=[CH:6][CH:5]=[CH:4][CH:3]=1.[H-].[Na+].[F:11][C:12]1[CH:13]=[C:14]([CH:18]=[C:19]([F:22])[C:20]=1F)[C:15]([OH:17])=[O:16].Cl, predict the reaction product. The product is: [CH2:1]([O:8][C:20]1[C:19]([F:22])=[CH:18][C:14]([C:15]([OH:17])=[O:16])=[CH:13][C:12]=1[F:11])[C:2]1[CH:7]=[CH:6][CH:5]=[CH:4][CH:3]=1. (4) Given the reactants [CH:1]1([C:4]2[N:5]=[C:6]3[CH:11]=[CH:10][C:9]([N+:12]([O-])=O)=[CH:8][N:7]3[CH:15]=2)[CH2:3][CH2:2]1.[Cl:16][C:17]1[CH:18]=[CH:19][C:20]([C:23]2[CH:28]=[CH:27][C:26]([C:29](O)=[O:30])=[CH:25][CH:24]=2)=[N:21][CH:22]=1, predict the reaction product. The product is: [Cl:16][C:17]1[CH:18]=[CH:19][C:20]([C:23]2[CH:28]=[CH:27][C:26]([C:29]([NH:12][C:9]3[CH:10]=[CH:11][C:6]4[N:7]([CH:15]=[C:4]([CH:1]5[CH2:3][CH2:2]5)[N:5]=4)[CH:8]=3)=[O:30])=[CH:25][CH:24]=2)=[N:21][CH:22]=1. (5) Given the reactants [Cl:1][C:2]1[CH:19]=[CH:18][C:5]2=[N:6][N:7]([C:9]3[CH:14]=[CH:13][C:12]([N+:15]([O-])=O)=[CH:11][CH:10]=3)[N:8]=[C:4]2[CH:3]=1.[Sn](Cl)Cl, predict the reaction product. The product is: [Cl:1][C:2]1[CH:19]=[CH:18][C:5]2=[N:6][N:7]([C:9]3[CH:10]=[CH:11][C:12]([NH2:15])=[CH:13][CH:14]=3)[N:8]=[C:4]2[CH:3]=1. (6) Given the reactants C([O:8][N:9]1[C:14]2[N:15]=[CH:16][N:17]=[C:18]([CH3:19])[C:13]=2[C:12]([OH:20])=[C:11]([CH3:21])[C:10]1=[O:22])C1C=CC=CC=1.[H][H], predict the reaction product. The product is: [OH:20][C:12]1[C:13]2[C:18]([CH3:19])=[N:17][CH:16]=[N:15][C:14]=2[N:9]([OH:8])[C:10](=[O:22])[C:11]=1[CH3:21]. (7) Given the reactants CC1(C)C(C)(C)OB([C:9]2[CH:10]=[N:11][N:12](C(OC(C)(C)C)=O)[CH:13]=2)O1.[Br:22][C:23]1[CH:32]=[C:31]2[C:26]([N:27]=[CH:28][C:29](Cl)=[N:30]2)=[CH:25][CH:24]=1.C(Cl)Cl.C(=O)([O-])[O-].[K+].[K+], predict the reaction product. The product is: [Br:22][C:23]1[CH:32]=[C:31]2[C:26]([N:27]=[CH:28][C:29]([C:9]3[CH:13]=[N:12][NH:11][CH:10]=3)=[N:30]2)=[CH:25][CH:24]=1. (8) Given the reactants C[Si](C)(C)[N-][Si](C)(C)C.[Na+].[Br-].[CH:12]1([P+](C2C=CC=CC=2)(C2C=CC=CC=2)C2C=CC=CC=2)[CH2:16][CH2:15][CH2:14][CH2:13]1.[Cl:36][C:37]1[CH:38]=[C:39]([CH:42]=[CH:43][CH:44]=1)[CH:40]=O, predict the reaction product. The product is: [Cl:36][C:37]1[CH:44]=[CH:43][CH:42]=[C:39]([CH:40]=[C:12]2[CH2:16][CH2:15][CH2:14][CH2:13]2)[CH:38]=1.